Dataset: Reaction yield outcomes from USPTO patents with 853,638 reactions. Task: Predict the reaction yield, written as a fraction of the theoretical maximum amount of product (1.0 means a 100% yield; for example, 0.34 means a 34% yield). The reactants are CO.[CH2:3]([N:10]([CH2:29][CH2:30][C:31](=[O:38])[C:32]1[CH:37]=[CH:36][CH:35]=[CH:34][CH:33]=1)[CH2:11][CH2:12][C:13]1[CH:28]=[CH:27][C:16]([O:17][C:18]2[CH:26]=[CH:25][C:21]([C:22]([NH2:24])=[O:23])=[CH:20][N:19]=2)=[CH:15][CH:14]=1)[C:4]1[CH:9]=[CH:8][CH:7]=[CH:6][CH:5]=1.[BH4-].[Na+]. The catalyst is [Cl-].[Na+].O. The product is [CH2:3]([N:10]([CH2:29][CH2:30][CH:31]([OH:38])[C:32]1[CH:33]=[CH:34][CH:35]=[CH:36][CH:37]=1)[CH2:11][CH2:12][C:13]1[CH:28]=[CH:27][C:16]([O:17][C:18]2[CH:26]=[CH:25][C:21]([C:22]([NH2:24])=[O:23])=[CH:20][N:19]=2)=[CH:15][CH:14]=1)[C:4]1[CH:9]=[CH:8][CH:7]=[CH:6][CH:5]=1. The yield is 0.130.